Predict the product of the given reaction. From a dataset of Forward reaction prediction with 1.9M reactions from USPTO patents (1976-2016). (1) Given the reactants Br[C:2]1[C:3](=[O:13])[C:4]2[C:9]([C:10](=[O:12])[CH:11]=1)=[CH:8][CH:7]=[CH:6][CH:5]=2.CCO.Cl.[NH2:18][CH2:19][C:20]1[CH:29]=[CH:28][C:23]([C:24]([O:26][CH3:27])=[O:25])=[CH:22][CH:21]=1.C([O-])([O-])=O.[K+].[K+], predict the reaction product. The product is: [O:13]=[C:3]1[C:4]2[C:9](=[CH:8][CH:7]=[CH:6][CH:5]=2)[C:10](=[O:12])[CH:11]=[C:2]1[NH:18][CH2:19][C:20]1[CH:21]=[CH:22][C:23]([C:24]([O:26][CH3:27])=[O:25])=[CH:28][CH:29]=1. (2) Given the reactants [C:1]([O:5][C:6]([N:8]1[CH2:13][CH2:12][C:11]2[NH:14][C:15]([I:17])=[N:16][C:10]=2[CH2:9]1)=[O:7])([CH3:4])([CH3:3])[CH3:2].[H-].[Na+].[CH3:20][Si:21]([CH2:24][CH2:25][O:26][CH2:27]Cl)([CH3:23])[CH3:22], predict the reaction product. The product is: [C:1]([O:5][C:6]([N:8]1[CH2:13][CH2:12][C:11]2[N:14]([CH2:27][O:26][CH2:25][CH2:24][Si:21]([CH3:23])([CH3:22])[CH3:20])[C:15]([I:17])=[N:16][C:10]=2[CH2:9]1)=[O:7])([CH3:4])([CH3:2])[CH3:3]. (3) The product is: [ClH:26].[NH2:7][CH2:6][C:5]1[CH:15]=[CH:16][C:17]([N:18]2[CH2:23][CH2:22][C:21]([CH3:25])([CH3:24])[CH2:20][CH2:19]2)=[C:3]([CH:4]=1)[C:1]#[N:2]. Given the reactants [C:1]([C:3]1[CH:4]=[C:5]([CH:15]=[CH:16][C:17]=1[N:18]1[CH2:23][CH2:22][C:21]([CH3:25])([CH3:24])[CH2:20][CH2:19]1)[CH2:6][NH:7]C(=O)OC(C)(C)C)#[N:2].[ClH:26], predict the reaction product. (4) Given the reactants [NH2:1][C@@H:2]1[CH2:13][CH:12]=[CH:11][CH2:10][CH2:9][C:8](=[O:14])[O:7][C@H:6]([C:15]2[CH:20]=[CH:19][CH:18]=[CH:17][CH:16]=2)[C@H:5]([CH3:21])[N:4]([CH3:22])[C:3]1=[O:23].C(N(CC)CC)C.[C:31](OC(=O)C)(=[O:33])[CH3:32], predict the reaction product. The product is: [CH3:21][C@@H:5]1[N:4]([CH3:22])[C:3](=[O:23])[C@H:2]([NH:1][C:31](=[O:33])[CH3:32])[CH2:13][CH:12]=[CH:11][CH2:10][CH2:9][C:8](=[O:14])[O:7][C@@H:6]1[C:15]1[CH:20]=[CH:19][CH:18]=[CH:17][CH:16]=1.